Dataset: Forward reaction prediction with 1.9M reactions from USPTO patents (1976-2016). Task: Predict the product of the given reaction. (1) Given the reactants [CH3:1][C@:2]1([O:50][CH3:51])[C@@H:7]([OH:8])[C@H:6]([CH3:9])[O:5][C@@H:4]([O:10][C@@H:11]2[C@@H:25]([CH3:26])[C:24](=[O:27])[O:23][C@H:22]([CH2:28][CH3:29])[C@:21]([OH:31])([CH3:30])[C@H:20]([OH:32])[C@@H:19]([CH3:33])[NH:18][CH2:17][C@H:16]([CH3:34])[CH2:15][C@:14]([OH:36])([CH3:35])[C@H:13]([O:37][C@H:38]3[O:44][C@H:43]([CH3:45])[CH2:42][C@H:41]([N:46]([CH3:48])[CH3:47])[C@H:39]3[OH:40])[C@H:12]2[CH3:49])[CH2:3]1.[CH2:52]([O:59][C:60](Cl)=[O:61])[C:53]1[CH:58]=[CH:57][CH:56]=[CH:55][CH:54]=1.P([O-])([O-])([O-])=O.[K+].[K+].[K+].C(#N)C.CO, predict the reaction product. The product is: [CH3:1][C@:2]1([O:50][CH3:51])[C@@H:7]([OH:8])[C@H:6]([CH3:9])[O:5][C@@H:4]([O:10][C@@H:11]2[C@@H:25]([CH3:26])[C:24](=[O:27])[O:23][C@H:22]([CH2:28][CH3:29])[C@:21]([OH:31])([CH3:30])[C@H:20]([OH:32])[C@@H:19]([CH3:33])[NH:18][CH2:17][C@H:16]([CH3:34])[CH2:15][C@:14]([OH:36])([CH3:35])[C@H:13]([O:37][C@H:38]3[O:44][C@H:43]([CH3:45])[CH2:42][C@H:41]([N:46]([CH3:48])[CH3:47])[C@H:39]3[O:40][C:60]([O:59][CH2:52][C:53]3[CH:58]=[CH:57][CH:56]=[CH:55][CH:54]=3)=[O:61])[C@H:12]2[CH3:49])[CH2:3]1. (2) Given the reactants [F:1][C:2]1[CH:7]=[CH:6][C:5]([F:8])=[CH:4][C:3]=1[C@H:9]1[CH2:13][CH2:12][CH2:11][N:10]1[C:14]1[CH:15]=[CH:16][C:17]2[N:18]([C:20]([NH:23][C:24]([N:26]3[CH2:31][CH2:30][N:29](C(OC(C)(C)C)=O)[C@H:28]([CH3:39])[CH2:27]3)=[O:25])=[CH:21][N:22]=2)[N:19]=1.[ClH:40], predict the reaction product. The product is: [ClH:40].[F:1][C:2]1[CH:7]=[CH:6][C:5]([F:8])=[CH:4][C:3]=1[C@H:9]1[CH2:13][CH2:12][CH2:11][N:10]1[C:14]1[CH:15]=[CH:16][C:17]2[N:18]([C:20]([NH:23][C:24]([N:26]3[CH2:31][CH2:30][NH:29][C@H:28]([CH3:39])[CH2:27]3)=[O:25])=[CH:21][N:22]=2)[N:19]=1. (3) Given the reactants [F:1][C:2]1[CH:8]=[C:7]([F:9])[CH:6]=[CH:5][C:3]=1[NH2:4].[S:10]([CH3:12])[CH3:11].C1C(=O)N(Cl)C(=O)C1, predict the reaction product. The product is: [F:1][C:2]1[CH:8]=[C:7]([F:9])[CH:6]=[C:5]([CH2:11][S:10][CH3:12])[C:3]=1[NH2:4].